This data is from NCI-60 drug combinations with 297,098 pairs across 59 cell lines. The task is: Regression. Given two drug SMILES strings and cell line genomic features, predict the synergy score measuring deviation from expected non-interaction effect. (1) Drug 1: CCC1(C2=C(COC1=O)C(=O)N3CC4=CC5=C(C=CC(=C5CN(C)C)O)N=C4C3=C2)O.Cl. Drug 2: CC1C(C(CC(O1)OC2CC(CC3=C2C(=C4C(=C3O)C(=O)C5=CC=CC=C5C4=O)O)(C(=O)C)O)N)O. Cell line: 786-0. Synergy scores: CSS=60.6, Synergy_ZIP=-2.58, Synergy_Bliss=-3.80, Synergy_Loewe=-6.38, Synergy_HSA=-0.913. (2) Drug 1: C1=CN(C(=O)N=C1N)C2C(C(C(O2)CO)O)O.Cl. Drug 2: C(CN)CNCCSP(=O)(O)O. Cell line: HCT116. Synergy scores: CSS=60.9, Synergy_ZIP=10.9, Synergy_Bliss=13.1, Synergy_Loewe=-12.5, Synergy_HSA=10.1. (3) Drug 1: CC1=C(C(=CC=C1)Cl)NC(=O)C2=CN=C(S2)NC3=CC(=NC(=N3)C)N4CCN(CC4)CCO. Drug 2: C1=CC=C(C(=C1)C(C2=CC=C(C=C2)Cl)C(Cl)Cl)Cl. Cell line: SNB-75. Synergy scores: CSS=20.1, Synergy_ZIP=-4.64, Synergy_Bliss=1.52, Synergy_Loewe=-28.1, Synergy_HSA=2.64. (4) Drug 1: CC1C(C(CC(O1)OC2CC(CC3=C2C(=C4C(=C3O)C(=O)C5=C(C4=O)C(=CC=C5)OC)O)(C(=O)C)O)N)O.Cl. Drug 2: CCC(=C(C1=CC=CC=C1)C2=CC=C(C=C2)OCCN(C)C)C3=CC=CC=C3.C(C(=O)O)C(CC(=O)O)(C(=O)O)O. Cell line: MCF7. Synergy scores: CSS=24.2, Synergy_ZIP=0.672, Synergy_Bliss=5.16, Synergy_Loewe=-9.83, Synergy_HSA=5.35. (5) Drug 1: CC1CCC2CC(C(=CC=CC=CC(CC(C(=O)C(C(C(=CC(C(=O)CC(OC(=O)C3CCCCN3C(=O)C(=O)C1(O2)O)C(C)CC4CCC(C(C4)OC)OCCO)C)C)O)OC)C)C)C)OC. Drug 2: C(CC(=O)O)C(=O)CN.Cl. Cell line: RPMI-8226. Synergy scores: CSS=10.2, Synergy_ZIP=-5.85, Synergy_Bliss=4.04, Synergy_Loewe=-16.4, Synergy_HSA=-1.76. (6) Drug 1: CN(C)N=NC1=C(NC=N1)C(=O)N. Drug 2: C1=NNC2=C1C(=O)NC=N2. Cell line: K-562. Synergy scores: CSS=14.1, Synergy_ZIP=-4.55, Synergy_Bliss=-2.19, Synergy_Loewe=-1.95, Synergy_HSA=-1.12. (7) Drug 1: C1CC(=O)NC(=O)C1N2CC3=C(C2=O)C=CC=C3N. Drug 2: C1=NNC2=C1C(=O)NC=N2. Cell line: NCI-H460. Synergy scores: CSS=11.6, Synergy_ZIP=-2.25, Synergy_Bliss=2.37, Synergy_Loewe=2.22, Synergy_HSA=1.22. (8) Drug 1: CN1C(=O)N2C=NC(=C2N=N1)C(=O)N. Drug 2: CCCCC(=O)OCC(=O)C1(CC(C2=C(C1)C(=C3C(=C2O)C(=O)C4=C(C3=O)C=CC=C4OC)O)OC5CC(C(C(O5)C)O)NC(=O)C(F)(F)F)O. Cell line: SK-OV-3. Synergy scores: CSS=10.3, Synergy_ZIP=-2.67, Synergy_Bliss=-0.547, Synergy_Loewe=-18.1, Synergy_HSA=-5.28. (9) Drug 1: CN(CC1=CN=C2C(=N1)C(=NC(=N2)N)N)C3=CC=C(C=C3)C(=O)NC(CCC(=O)O)C(=O)O. Drug 2: C(CC(=O)O)C(=O)CN.Cl. Cell line: SF-539. Synergy scores: CSS=29.7, Synergy_ZIP=-4.44, Synergy_Bliss=-8.38, Synergy_Loewe=-10.8, Synergy_HSA=-4.93. (10) Drug 1: C1=C(C(=O)NC(=O)N1)F. Drug 2: CCC(=C(C1=CC=CC=C1)C2=CC=C(C=C2)OCCN(C)C)C3=CC=CC=C3.C(C(=O)O)C(CC(=O)O)(C(=O)O)O. Cell line: CAKI-1. Synergy scores: CSS=27.5, Synergy_ZIP=7.77, Synergy_Bliss=5.59, Synergy_Loewe=7.43, Synergy_HSA=9.61.